From a dataset of NCI-60 drug combinations with 297,098 pairs across 59 cell lines. Regression. Given two drug SMILES strings and cell line genomic features, predict the synergy score measuring deviation from expected non-interaction effect. (1) Drug 1: C1CC2CC3=C(CC1C24CN(S(=O)(=O)N4)CC(F)(F)F)C=CC(=C3)C=CCN5CCC(CC5)C(F)(F)F. Drug 2: C1CNP(=O)(OC1)N(CCCl)CCCl. Cell line: HCT116. Synergy scores: CSS=33.0, Synergy_ZIP=2.24, Synergy_Bliss=2.95, Synergy_Loewe=-16.3, Synergy_HSA=3.56. (2) Drug 1: C1=CC(=C2C(=C1NCCNCCO)C(=O)C3=C(C=CC(=C3C2=O)O)O)NCCNCCO. Drug 2: CCC1=C2CN3C(=CC4=C(C3=O)COC(=O)C4(CC)O)C2=NC5=C1C=C(C=C5)O. Cell line: MDA-MB-435. Synergy scores: CSS=21.6, Synergy_ZIP=-7.27, Synergy_Bliss=2.55, Synergy_Loewe=0.290, Synergy_HSA=1.18. (3) Drug 1: C1=CC(=C2C(=C1NCCNCCO)C(=O)C3=C(C=CC(=C3C2=O)O)O)NCCNCCO. Drug 2: C1CNP(=O)(OC1)N(CCCl)CCCl. Cell line: K-562. Synergy scores: CSS=50.9, Synergy_ZIP=5.23, Synergy_Bliss=3.96, Synergy_Loewe=-42.4, Synergy_HSA=5.16. (4) Drug 1: CC1=C(C=C(C=C1)NC2=NC=CC(=N2)N(C)C3=CC4=NN(C(=C4C=C3)C)C)S(=O)(=O)N.Cl. Drug 2: CCN(CC)CCNC(=O)C1=C(NC(=C1C)C=C2C3=C(C=CC(=C3)F)NC2=O)C. Cell line: TK-10. Synergy scores: CSS=4.81, Synergy_ZIP=1.18, Synergy_Bliss=8.00, Synergy_Loewe=4.94, Synergy_HSA=5.10. (5) Drug 1: CCC1=CC2CC(C3=C(CN(C2)C1)C4=CC=CC=C4N3)(C5=C(C=C6C(=C5)C78CCN9C7C(C=CC9)(C(C(C8N6C)(C(=O)OC)O)OC(=O)C)CC)OC)C(=O)OC.C(C(C(=O)O)O)(C(=O)O)O. Drug 2: C1CC(=O)NC(=O)C1N2C(=O)C3=CC=CC=C3C2=O. Cell line: HS 578T. Synergy scores: CSS=60.5, Synergy_ZIP=1.75, Synergy_Bliss=-0.797, Synergy_Loewe=-47.3, Synergy_HSA=-0.835.